From a dataset of Forward reaction prediction with 1.9M reactions from USPTO patents (1976-2016). Predict the product of the given reaction. Given the reactants [CH:1]1([N:5]2[C:13]3[C:8](=[CH:9][CH:10]=[CH:11][CH:12]=3)[C:7]([C:14]([NH:16][C@H:17]3[CH2:22][N:21](C(OC(C)(C)C)=O)[C@@H:20]([CH2:30][C:31]4([OH:37])[CH2:36][CH2:35][O:34][CH2:33][CH2:32]4)[CH2:19][CH2:18]3)=[O:15])=[N:6]2)[CH2:4][CH2:3][CH2:2]1.Cl, predict the reaction product. The product is: [CH:1]1([N:5]2[C:13]3[C:8](=[CH:9][CH:10]=[CH:11][CH:12]=3)[C:7]([C:14]([NH:16][C@H:17]3[CH2:18][CH2:19][C@@H:20]([CH2:30][C:31]4([OH:37])[CH2:36][CH2:35][O:34][CH2:33][CH2:32]4)[NH:21][CH2:22]3)=[O:15])=[N:6]2)[CH2:2][CH2:3][CH2:4]1.